This data is from Forward reaction prediction with 1.9M reactions from USPTO patents (1976-2016). The task is: Predict the product of the given reaction. (1) The product is: [C:19]([O:23][C:24]([NH:26][C:27]1[C:36]2[C:31](=[CH:32][CH:33]=[CH:34][CH:35]=2)[C:30]([O:37][C:38]2[CH:43]=[CH:42][N:41]=[C:40]([NH:44][C:45]3[CH:46]=[C:47]([CH:51]=[C:52]([C:54]#[CH:55])[CH:53]=3)[C:48]([OH:50])=[O:49])[CH:39]=2)=[CH:29][CH:28]=1)=[O:25])([CH3:22])([CH3:21])[CH3:20]. Given the reactants CCCC[N+](CCCC)(CCCC)CCCC.[F-].[C:19]([O:23][C:24]([NH:26][C:27]1[C:36]2[C:31](=[CH:32][CH:33]=[CH:34][CH:35]=2)[C:30]([O:37][C:38]2[CH:43]=[CH:42][N:41]=[C:40]([NH:44][C:45]3[CH:46]=[C:47]([CH:51]=[C:52]([C:54]#[C:55][Si](C(C)C)(C(C)C)C(C)C)[CH:53]=3)[C:48]([OH:50])=[O:49])[CH:39]=2)=[CH:29][CH:28]=1)=[O:25])([CH3:22])([CH3:21])[CH3:20].O.Cl, predict the reaction product. (2) Given the reactants [Si:1](Cl)([C:4]([CH3:7])([CH3:6])[CH3:5])([CH3:3])[CH3:2].[Br:9][C:10]1[CH:15]=[CH:14][C:13]([CH:16]([OH:22])[CH2:17][CH2:18][CH2:19][CH2:20][CH3:21])=[CH:12][CH:11]=1.N1C=CN=C1, predict the reaction product. The product is: [Br:9][C:10]1[CH:11]=[CH:12][C:13]([CH:16]([O:22][Si:1]([C:4]([CH3:7])([CH3:6])[CH3:5])([CH3:3])[CH3:2])[CH2:17][CH2:18][CH2:19][CH2:20][CH3:21])=[CH:14][CH:15]=1. (3) Given the reactants [CH2:1]([O:8][C:9]1[CH:10]=[C:11]([C:15]2[N:16]=[C:17]([O:25][CH2:26][CH3:27])[N:18]3[CH:23]=[CH:22][N:21]=[C:20](Cl)[C:19]=23)[CH:12]=[CH:13][CH:14]=1)[C:2]1[CH:7]=[CH:6][CH:5]=[CH:4][CH:3]=1.[NH3:28], predict the reaction product. The product is: [CH2:1]([O:8][C:9]1[CH:10]=[C:11]([C:15]2[N:16]=[C:17]([O:25][CH2:26][CH3:27])[N:18]3[CH:23]=[CH:22][N:21]=[C:20]([NH2:28])[C:19]=23)[CH:12]=[CH:13][CH:14]=1)[C:2]1[CH:7]=[CH:6][CH:5]=[CH:4][CH:3]=1. (4) Given the reactants [C:1]([N:5]1[CH2:10][CH2:9][C:8](=[O:11])[CH2:7][CH2:6]1)([CH3:4])([CH3:3])[CH3:2].[H-].[Al+3].[Li+].[H-].[H-].[H-], predict the reaction product. The product is: [C:1]([N:5]1[CH2:10][CH2:9][CH:8]([OH:11])[CH2:7][CH2:6]1)([CH3:4])([CH3:2])[CH3:3]. (5) Given the reactants [C:1]([O:5][C:6]([N:8]1[CH2:13][CH2:12][CH:11]([CH:14]([N:16]2[C:24]3[C:19](=[CH:20][CH:21]=[CH:22][CH:23]=3)[C:18]([C:25](O)=[O:26])=[C:17]2[CH3:28])[CH3:15])[CH2:10][CH2:9]1)=[O:7])([CH3:4])([CH3:3])[CH3:2].Cl.[NH2:30][CH2:31][C:32]1[C:33](=[O:41])[NH:34][C:35]([CH3:40])=[CH:36][C:37]=1[O:38][CH3:39].CN(C=O)C.CCN(C(C)C)C(C)C.CCOC(C(C#N)=NOC(N1CCOCC1)=[N+](C)C)=O.F[P-](F)(F)(F)(F)F, predict the reaction product. The product is: [CH3:39][O:38][C:37]1[CH:36]=[C:35]([CH3:40])[NH:34][C:33](=[O:41])[C:32]=1[CH2:31][NH:30][C:25]([C:18]1[C:19]2[C:24](=[CH:23][CH:22]=[CH:21][CH:20]=2)[N:16]([CH:14]([CH:11]2[CH2:10][CH2:9][N:8]([C:6]([O:5][C:1]([CH3:2])([CH3:4])[CH3:3])=[O:7])[CH2:13][CH2:12]2)[CH3:15])[C:17]=1[CH3:28])=[O:26]. (6) Given the reactants [O:1]=[C:2]([N:12]1[CH2:17][CH2:16][C:15]2([CH2:26][C:25]3[C:20](=[N:21][CH:22]=[C:23](/[CH:27]=[CH:28]/[C:29](=[O:42])[N:30]4[CH2:35][CH2:34][C:33]([CH2:36][C:37]5[S:38][CH:39]=[CH:40][N:41]=5)=[CH:32][CH2:31]4)[CH:24]=3)[NH:19][C:18]2=[O:43])[CH2:14][CH2:13]1)[CH2:3][NH:4]C(=O)OC(C)(C)C.[ClH:44], predict the reaction product. The product is: [ClH:44].[NH2:4][CH2:3][C:2]([N:12]1[CH2:13][CH2:14][C:15]2([CH2:26][C:25]3[C:20](=[N:21][CH:22]=[C:23](/[CH:27]=[CH:28]/[C:29](=[O:42])[N:30]4[CH2:35][CH2:34][C:33]([CH2:36][C:37]5[S:38][CH:39]=[CH:40][N:41]=5)=[CH:32][CH2:31]4)[CH:24]=3)[NH:19][C:18]2=[O:43])[CH2:16][CH2:17]1)=[O:1]. (7) Given the reactants [CH3:1][O:2][C:3]([NH:5][C@@H:6]([CH:50]([CH3:52])[CH3:51])[C:7]([N:9]1[CH2:13][CH2:12][CH2:11][C@H:10]1[C:14]1[NH:15][C:16]([C:19]2[CH:24]=[CH:23][C:22]([C:25]3[CH:30]=[CH:29][C:28]([CH2:31][NH:32][C:33]([NH:35]C(C4CCCN4C(OC(C)(C)C)=O)=O)=[O:34])=[CH:27][CH:26]=3)=[CH:21][CH:20]=2)=[CH:17][N:18]=1)=[O:8])=[O:4].Cl.O1CCOCC1.Cl.Cl.COC(=O)N[C@H](C(N1CCC[C@H]1C1NC(C2C=CC(C3C=CC(CNC(NC(C4CCCN4)=O)=O)=CC=3)=CC=2)=CN=1)=O)C(C)C, predict the reaction product. The product is: [CH3:1][O:2][C:3](=[O:4])[NH:5][C@H:6]([C:7]([N:9]1[CH2:13][CH2:12][CH2:11][C@H:10]1[C:14]1[NH:15][C:16]([C:19]2[CH:24]=[CH:23][C:22]([C:25]3[CH:26]=[CH:27][C:28]([CH2:31][NH:32][C:33]([NH2:35])=[O:34])=[CH:29][CH:30]=3)=[CH:21][CH:20]=2)=[CH:17][N:18]=1)=[O:8])[CH:50]([CH3:52])[CH3:51]. (8) Given the reactants [CH3:1][C@H:2]1[O:7][C@@H:6]([CH3:8])[CH2:5][NH:4][CH2:3]1.C(=O)([O-])[O-].[K+].[K+].Cl[C:16]1[CH:17]=[CH:18][C:19]([N+:23]([O-:25])=[O:24])=[C:20]([CH:22]=1)[NH2:21].O, predict the reaction product. The product is: [CH3:1][C@H:2]1[CH2:3][N:4]([C:16]2[CH:17]=[CH:18][C:19]([N+:23]([O-:25])=[O:24])=[C:20]([CH:22]=2)[NH2:21])[CH2:5][C@@H:6]([CH3:8])[O:7]1.